From a dataset of Reaction yield outcomes from USPTO patents with 853,638 reactions. Predict the reaction yield, written as a fraction of the theoretical maximum amount of product (1.0 means a 100% yield; for example, 0.34 means a 34% yield). The reactants are [Br:1][C:2]1[CH:3]=[C:4]2[C:8](=[CH:9][C:10]=1[N+:11]([O-:13])=[O:12])[NH:7][CH2:6][CH2:5]2.C(C1C(=O)C(Cl)=C(Cl)C(=O)C=1C#N)#N. The catalyst is O1CCOCC1. The product is [Br:1][C:2]1[CH:3]=[C:4]2[C:8](=[CH:9][C:10]=1[N+:11]([O-:13])=[O:12])[NH:7][CH:6]=[CH:5]2. The yield is 0.380.